The task is: Predict the reaction yield, written as a fraction of the theoretical maximum amount of product (1.0 means a 100% yield; for example, 0.34 means a 34% yield).. This data is from Reaction yield outcomes from USPTO patents with 853,638 reactions. (1) The reactants are [Cl:1][C:2]1[CH:7]=[CH:6][N:5]=[C:4]([CH:8]([CH3:14])[C:9]([O:11]CC)=O)[CH:3]=1.[CH3:15][C:16]1[CH:21]=[C:20]([C:22]2[CH:27]=[CH:26][C:25]([NH2:28])=[CH:24][CH:23]=2)[CH:19]=[CH:18][N:17]=1.ON1C2C=CC=CC=2N=N1.Cl.CN(C)CCCN=C=NCC.CCN(C(C)C)C(C)C. The catalyst is Cl.CCOC(C)=O.CCCCCC.CCOC(C)=O.CN(C=O)C. The product is [Cl:1][C:2]1[CH:7]=[CH:6][N:5]=[C:4]([CH:8]([CH3:14])[C:9]([NH:28][C:25]2[CH:24]=[CH:23][C:22]([C:20]3[CH:19]=[CH:18][N:17]=[C:16]([CH3:15])[CH:21]=3)=[CH:27][CH:26]=2)=[O:11])[CH:3]=1. The yield is 0.550. (2) The reactants are [NH2:1][C:2]1[N:7]=[CH:6][N:5]=[C:4]2[N:8]([CH:32]3[CH2:37][CH2:36][N:35]([CH2:38][C:39]4[N:40]=[C:41]([CH3:44])[NH:42][CH:43]=4)[CH2:34][CH2:33]3)[N:9]=[C:10]([C:11]3[CH:16]=[CH:15][C:14]([NH:17][C:18]([C:20]4[N:21]([CH3:29])[C:22]5[C:27]([CH:28]=4)=[CH:26][CH:25]=[CH:24][CH:23]=5)=[O:19])=[C:13]([O:30][CH3:31])[CH:12]=3)[C:3]=12.[C:45]([OH:52])(=[O:51])/[CH:46]=[CH:47]\[C:48]([OH:50])=[O:49]. The catalyst is C(OCC)(=O)C.C(O)C. The product is [C:45]([OH:52])(=[O:51])/[CH:46]=[CH:47]\[C:48]([OH:50])=[O:49].[C:45]([OH:52])(=[O:51])/[CH:46]=[CH:47]\[C:48]([OH:50])=[O:49].[NH2:1][C:2]1[N:7]=[CH:6][N:5]=[C:4]2[N:8]([CH:32]3[CH2:37][CH2:36][N:35]([CH2:38][C:39]4[N:40]=[C:41]([CH3:44])[NH:42][CH:43]=4)[CH2:34][CH2:33]3)[N:9]=[C:10]([C:11]3[CH:16]=[CH:15][C:14]([NH:17][C:18]([C:20]4[N:21]([CH3:29])[C:22]5[C:27]([CH:28]=4)=[CH:26][CH:25]=[CH:24][CH:23]=5)=[O:19])=[C:13]([O:30][CH3:31])[CH:12]=3)[C:3]=12. The yield is 0.870. (3) The reactants are [CH2:1]([O:8][C:9]1[C:10]([C:40]([O:42][C:43]([CH3:46])([CH3:45])[CH3:44])=[O:41])=[N:11][C:12]([CH2:23][C:24]2[CH:25]=[N:26][C:27]([C:30]3[CH:35]=[CH:34][C:33]([C:36]([CH3:39])([CH3:38])[CH3:37])=[CH:32][CH:31]=3)=[CH:28][CH:29]=2)=[N:13][C:14]=1OS(C(F)(F)F)(=O)=O)[C:2]1[CH:7]=[CH:6][CH:5]=[CH:4][CH:3]=1.[CH3:47][S-:48].[Na+].[Cl-].[Na+]. The catalyst is CN(C)C=O. The product is [CH2:1]([O:8][C:9]1[C:10]([C:40]([O:42][C:43]([CH3:46])([CH3:44])[CH3:45])=[O:41])=[N:11][C:12]([CH2:23][C:24]2[CH:25]=[N:26][C:27]([C:30]3[CH:31]=[CH:32][C:33]([C:36]([CH3:37])([CH3:38])[CH3:39])=[CH:34][CH:35]=3)=[CH:28][CH:29]=2)=[N:13][C:14]=1[S:48][CH3:47])[C:2]1[CH:3]=[CH:4][CH:5]=[CH:6][CH:7]=1. The yield is 0.640.